Dataset: Full USPTO retrosynthesis dataset with 1.9M reactions from patents (1976-2016). Task: Predict the reactants needed to synthesize the given product. (1) Given the product [Cl:1][C:2]1[CH:10]=[C:9]2[C:5]([C:6]([C:15]3[N:16]=[C:17]4[C:23]([C:24]([NH:26][CH:27]([CH3:29])[CH3:28])=[O:25])=[CH:22][NH:21][C:18]4=[N:19][CH:20]=3)=[N:7][N:8]2[CH2:11][CH:12]2[CH2:14][CH2:13]2)=[CH:4][CH:3]=1, predict the reactants needed to synthesize it. The reactants are: [Cl:1][C:2]1[CH:10]=[C:9]2[C:5]([C:6]([C:15]3[N:16]=[C:17]4[C:23]([C:24]([NH:26][CH:27]([CH3:29])[CH3:28])=[O:25])=[CH:22][N:21](COCC[Si](C)(C)C)[C:18]4=[N:19][CH:20]=3)=[N:7][N:8]2[CH2:11][CH:12]2[CH2:14][CH2:13]2)=[CH:4][CH:3]=1.FC(F)(F)C(O)=O. (2) Given the product [ClH:1].[NH2:45][CH2:44][C@H:41]1[CH2:42][CH2:43][C@H:38]([C:36]([NH:35][C@H:21]([C:22](=[O:34])[NH:23][C:24]2[CH:33]=[CH:32][C:27]3[NH:28][C:29](=[O:31])[NH:30][C:26]=3[CH:25]=2)[CH2:20][C:17]2[CH:16]=[CH:15][C:14]([C:3]3[CH:4]=[CH:5][C:6]([C:8]([NH:9][CH:10]([CH3:12])[CH3:11])=[O:13])=[CH:7][C:2]=3[Cl:1])=[CH:19][CH:18]=2)=[O:37])[CH2:39][CH2:40]1, predict the reactants needed to synthesize it. The reactants are: [Cl:1][C:2]1[CH:7]=[C:6]([C:8](=[O:13])[NH:9][CH:10]([CH3:12])[CH3:11])[CH:5]=[CH:4][C:3]=1[C:14]1[CH:19]=[CH:18][C:17]([CH2:20][C@H:21]([NH:35][C:36]([C@H:38]2[CH2:43][CH2:42][C@H:41]([CH2:44][NH:45]C(=O)OC(C)(C)C)[CH2:40][CH2:39]2)=[O:37])[C:22](=[O:34])[NH:23][C:24]2[CH:33]=[CH:32][C:27]3[NH:28][C:29](=[O:31])[NH:30][C:26]=3[CH:25]=2)=[CH:16][CH:15]=1.Cl. (3) Given the product [OH:1][C:2]1[CH:7]=[CH:6][C:5]([CH2:8][CH2:9][CH2:10][CH2:11][CH:12]=[O:13])=[CH:4][C:3]=1[O:17][CH3:18], predict the reactants needed to synthesize it. The reactants are: [OH:1][C:2]1[CH:7]=[CH:6][C:5]([CH2:8][CH2:9][CH2:10][CH2:11][C:12](OCC)=[O:13])=[CH:4][C:3]=1[O:17][CH3:18].CC(C[AlH]CC(C)C)C.CO.Cl. (4) The reactants are: [Cl:1][C:2]1[CH:3]=[C:4]([CH:9]2[CH2:14][CH2:13][CH2:12][N:11]3[C:15]([C:18]4[CH:23]=[CH:22][C:21]([C:24]5[O:28][C:27]([CH3:29])=[N:26][CH:25]=5)=[C:20]([O:30][CH3:31])[CH:19]=4)=[N:16][N:17]=[C:10]23)[CH:5]=[CH:6][C:7]=1[Cl:8].[H-].[Na+].Br[CH2:35][CH2:36][O:37][Si](C(C)(C)C)(C)C. Given the product [Cl:1][C:2]1[CH:3]=[C:4]([C:9]2([CH2:35][CH2:36][OH:37])[CH2:14][CH2:13][CH2:12][N:11]3[C:15]([C:18]4[CH:23]=[CH:22][C:21]([C:24]5[O:28][C:27]([CH3:29])=[N:26][CH:25]=5)=[C:20]([O:30][CH3:31])[CH:19]=4)=[N:16][N:17]=[C:10]23)[CH:5]=[CH:6][C:7]=1[Cl:8], predict the reactants needed to synthesize it.